Dataset: Catalyst prediction with 721,799 reactions and 888 catalyst types from USPTO. Task: Predict which catalyst facilitates the given reaction. Reactant: Cl.Cl.[N:3]1[CH:8]=[CH:7][CH:6]=[CH:5][C:4]=1[CH2:9][NH:10][CH2:11][C:12]([O:14][CH3:15])=[O:13].[Br:16][C:17]1[CH:22]=[C:21]([CH3:23])[C:20]([CH2:24][C:25](O)=[O:26])=[C:19]([CH3:28])[CH:18]=1.C(N(CC)CC)C. Product: [Br:16][C:17]1[CH:18]=[C:19]([CH3:28])[C:20]([CH2:24][C:25]([N:10]([CH2:9][C:4]2[CH:5]=[CH:6][CH:7]=[CH:8][N:3]=2)[CH2:11][C:12]([O:14][CH3:15])=[O:13])=[O:26])=[C:21]([CH3:23])[CH:22]=1. The catalyst class is: 468.